From a dataset of Full USPTO retrosynthesis dataset with 1.9M reactions from patents (1976-2016). Predict the reactants needed to synthesize the given product. (1) Given the product [NH:1]1[C:9]2[C:4](=[C:5]([C:10]3[N:11]=[C:12]([N:22]4[CH2:23][CH2:24][O:25][CH2:26][CH2:27]4)[C:13]4[CH:18]=[C:17]([C:19]([N:30]([CH3:31])[CH3:29])=[O:20])[S:16][C:14]=4[N:15]=3)[CH:6]=[CH:7][CH:8]=2)[CH:3]=[N:2]1, predict the reactants needed to synthesize it. The reactants are: [NH:1]1[C:9]2[C:4](=[C:5]([C:10]3[N:11]=[C:12]([N:22]4[CH2:27][CH2:26][O:25][CH2:24][CH2:23]4)[C:13]4[CH:18]=[C:17]([C:19](O)=[O:20])[S:16][C:14]=4[N:15]=3)[CH:6]=[CH:7][CH:8]=2)[CH:3]=[N:2]1.Cl.[CH3:29][NH:30][CH3:31]. (2) The reactants are: [CH:1]1([CH2:7][N:8]2[C:16]3[C:11](=[CH:12][CH:13]=[CH:14][C:15]=3[O:17][CH3:18])[C:10]([C:19]([NH2:21])=O)=[CH:9]2)[CH2:6][CH2:5][CH2:4][CH2:3][CH2:2]1.COC1C=CC(P2(SP(C3C=CC(OC)=CC=3)(=S)S2)=[S:31])=CC=1. Given the product [CH:1]1([CH2:7][N:8]2[C:16]3[C:11](=[CH:12][CH:13]=[CH:14][C:15]=3[O:17][CH3:18])[C:10]([C:19](=[S:31])[NH2:21])=[CH:9]2)[CH2:6][CH2:5][CH2:4][CH2:3][CH2:2]1, predict the reactants needed to synthesize it. (3) Given the product [C:24]([O:28][C:29](=[O:30])[NH:16][C@@H:5]1[C@@H:4]([N:1]=[N+:2]=[N-:3])[CH2:8][N:7]([CH2:9][C:10]2[CH:15]=[CH:14][CH:13]=[CH:12][CH:11]=2)[CH2:6]1)([CH3:27])([CH3:26])[CH3:25], predict the reactants needed to synthesize it. The reactants are: [N:1]([C@H:4]1[CH2:8][N:7]([CH2:9][C:10]2[CH:15]=[CH:14][CH:13]=[CH:12][CH:11]=2)[CH2:6][C@@H:5]1[NH2:16])=[N+:2]=[N-:3].C(N(CC)CC)C.[C:24]([O:28][C:29](O[C:29]([O:28][C:24]([CH3:27])([CH3:26])[CH3:25])=[O:30])=[O:30])([CH3:27])([CH3:26])[CH3:25]. (4) Given the product [C:12]([C:11]1[C:3]([C:2]([F:14])([F:1])[F:15])=[C:4]2[C:8](=[CH:9][CH:10]=1)[N:7]([CH2:16][C:17](=[NH:30])[NH:21][OH:22])[CH:6]=[CH:5]2)#[N:13], predict the reactants needed to synthesize it. The reactants are: [F:1][C:2]([F:15])([F:14])[C:3]1[C:11]([C:12]#[N:13])=[CH:10][CH:9]=[C:8]2[C:4]=1[CH:5]=[CH:6][NH:7]2.[CH3:16][C:17]([O-])=O.[Na+].[NH2:21][OH:22].Cl.C([O-])(O)=O.[Na+].C[N:30](C=O)C.